This data is from Reaction yield outcomes from USPTO patents with 853,638 reactions. The task is: Predict the reaction yield, written as a fraction of the theoretical maximum amount of product (1.0 means a 100% yield; for example, 0.34 means a 34% yield). (1) The reactants are [Cl:1][C:2]1[N:10]=[C:9]2[C:5]([NH:6][CH:7]=[N:8]2)=[C:4]([Cl:11])[N:3]=1.C1(C)C=CC(S(O)(=O)=O)=CC=1.[O:23]1[CH:28]=[CH:27][CH2:26][CH2:25][CH2:24]1.[OH-].N. The catalyst is C(OCC)(=O)C. The product is [Cl:1][C:2]1[N:10]=[C:9]2[C:5]([N:6]=[CH:7][N:8]2[CH:24]2[CH2:25][CH2:26][CH2:27][CH2:28][O:23]2)=[C:4]([Cl:11])[N:3]=1. The yield is 0.730. (2) The reactants are [CH:1]([C:3]1[N:4]([C:8]2[CH:15]=[CH:14][C:11]([C:12]#[N:13])=[CH:10][C:9]=2[CH3:16])[CH:5]=[CH:6][CH:7]=1)=O.[C:17]([O:23][CH2:24][CH3:25])(=[O:22])[CH2:18]C([O-])=O.[K+].CC(O)=O.N1CCCCC1. The catalyst is CN(C1C=CN=CC=1)C.CN(C=O)C.O. The product is [C:12]([C:11]1[CH:14]=[CH:15][C:8]([N:4]2[CH:5]=[CH:6][CH:7]=[C:3]2[CH:1]=[CH:18][C:17]([O:23][CH2:24][CH3:25])=[O:22])=[C:9]([CH3:16])[CH:10]=1)#[N:13]. The yield is 0.670. (3) The reactants are C(NC(C)C)(C)C.C([Li])CCC.[F:13][C:14]([F:27])([F:26])[S:15][C:16]1[CH:21]=[CH:20][C:19]([CH2:22][C:23]([OH:25])=[O:24])=[CH:18][CH:17]=1.I[CH2:29][CH:30]1[CH2:34][CH2:33][CH2:32][CH2:31]1. The catalyst is O1CCCC1.CN1CCCN(C)C1=O. The product is [CH:30]1([CH2:29][CH:22]([C:19]2[CH:18]=[CH:17][C:16]([S:15][C:14]([F:26])([F:13])[F:27])=[CH:21][CH:20]=2)[C:23]([OH:25])=[O:24])[CH2:34][CH2:33][CH2:32][CH2:31]1. The yield is 0.580. (4) The reactants are [C:1]([C:3]1[C:15]([C:16](OCC)=O)=[C:14]2[C:6]([NH:7][C:8]3[C:13]2=[CH:12][CH:11]=[CH:10][CH:9]=3)=[C:5]2[CH2:21][CH2:22][CH2:23][C:4]=12)#[N:2].CN(C=[O:28])C. The catalyst is [Ni]. The product is [CH:16]1[C:15]2[C:3]([C:4]3[C:5]([CH2:21][C:22](=[O:28])[CH:23]=3)=[C:6]3[C:14]=2[C:13]2[CH2:12][CH2:11][CH2:10][CH2:9][C:8]=2[NH:7]3)=[CH:1][N:2]=1. The yield is 1.00. (5) The reactants are Br[CH:2]([CH:6]([CH3:8])[CH3:7])[C:3](O)=[O:4].O=S(Cl)Cl.[F:13][C:14]1[CH:19]=[CH:18][C:17]([NH2:20])=[CH:16][CH:15]=1.[F:21][C:22]([F:42])([F:41])[CH2:23][O:24][C:25]1[CH:30]=[CH:29][C:28]([N:31]2[CH2:36][CH2:35][CH:34]3[CH2:37][NH:38][CH2:39][CH:33]3[C:32]2=[O:40])=[CH:27][CH:26]=1.C([O-])([O-])=O.[K+].[K+]. The catalyst is C(Cl)Cl.CN(C=O)C.O. The product is [F:13][C:14]1[CH:19]=[CH:18][C:17]([NH:20][C:3](=[O:4])[CH:2]([N:38]2[CH2:37][CH:34]3[CH:33]([C:32](=[O:40])[N:31]([C:28]4[CH:29]=[CH:30][C:25]([O:24][CH2:23][C:22]([F:21])([F:41])[F:42])=[CH:26][CH:27]=4)[CH2:36][CH2:35]3)[CH2:39]2)[CH:6]([CH3:8])[CH3:7])=[CH:16][CH:15]=1. The yield is 0.250. (6) The reactants are CS(O[C:6]1([CH2:23][CH3:24])[CH2:9][N:8]([CH:10]([C:17]2[CH:22]=[CH:21][CH:20]=[CH:19][CH:18]=2)[C:11]2[CH:16]=[CH:15][CH:14]=[CH:13][CH:12]=2)[CH2:7]1)(=O)=O.[CH3:25][NH:26][CH3:27]. The catalyst is C(O)(C)C. The product is [C:11]1([CH:10]([C:17]2[CH:22]=[CH:21][CH:20]=[CH:19][CH:18]=2)[N:8]2[CH2:9][C:6]([CH2:23][CH3:24])([N:26]([CH3:27])[CH3:25])[CH2:7]2)[CH:16]=[CH:15][CH:14]=[CH:13][CH:12]=1. The yield is 0.253.